Dataset: Reaction yield outcomes from USPTO patents with 853,638 reactions. Task: Predict the reaction yield, written as a fraction of the theoretical maximum amount of product (1.0 means a 100% yield; for example, 0.34 means a 34% yield). (1) The reactants are [CH3:1][CH:2]([CH:8]=O)[C:3]([O:5]CC)=O.Cl.[CH2:11]([NH:18][NH2:19])[C:12]1[CH:17]=[CH:16][CH:15]=[CH:14][CH:13]=1. The catalyst is C(O)C. The product is [CH2:11]([N:18]1[C:3]([OH:5])=[C:2]([CH3:1])[CH:8]=[N:19]1)[C:12]1[CH:17]=[CH:16][CH:15]=[CH:14][CH:13]=1. The yield is 0.590. (2) The reactants are [S:1]1[C:5]2[CH:6]=[CH:7][CH:8]=[CH:9][C:4]=2[N:3]=[C:2]1[NH2:10].[CH3:11][O:12][CH2:13][CH2:14][Br:15]. No catalyst specified. The product is [BrH:15].[CH3:11][O:12][CH2:13][CH2:14][N:3]1[C:4]2[CH:9]=[CH:8][CH:7]=[CH:6][C:5]=2[S:1][C:2]1=[NH:10]. The yield is 0.820.